From a dataset of Forward reaction prediction with 1.9M reactions from USPTO patents (1976-2016). Predict the product of the given reaction. (1) Given the reactants Br[CH:2]1[CH2:6][CH2:5][N:4]([C:7]2[CH:12]=[CH:11][C:10]([O:13][Si:14]([C:17]([CH3:20])([CH3:19])[CH3:18])([CH3:16])[CH3:15])=[C:9]([CH2:21][CH3:22])[CH:8]=2)[C:3]1=[O:23].C(=O)([O-])[O-].[Cs+].[Cs+].[CH:30]1([C:33]2[CH:38]=[CH:37][C:36]([OH:39])=[CH:35][CH:34]=2)[CH2:32][CH2:31]1, predict the reaction product. The product is: [Si:14]([O:13][C:10]1[CH:11]=[CH:12][C:7]([N:4]2[CH2:5][CH2:6][CH:2]([O:39][C:36]3[CH:37]=[CH:38][C:33]([CH:30]4[CH2:32][CH2:31]4)=[CH:34][CH:35]=3)[C:3]2=[O:23])=[CH:8][C:9]=1[CH2:21][CH3:22])([C:17]([CH3:20])([CH3:19])[CH3:18])([CH3:16])[CH3:15]. (2) The product is: [Cl:6][CH:7]([C:8]1[N:18]([C:19]2[CH:24]=[CH:23][CH:22]=[CH:21][CH:20]=2)[C:16](=[O:17])[C:12]2[S:13][CH:14]=[CH:15][C:11]=2[N:10]=1)[CH2:25][CH3:26]. Given the reactants P(Cl)(Cl)(Cl)=O.[Cl:6][CH:7]([CH2:25][CH3:26])[C:8]([NH:10][C:11]1[CH:15]=[CH:14][S:13][C:12]=1[C:16]([NH:18][C:19]1[CH:24]=[CH:23][CH:22]=[CH:21][CH:20]=1)=[O:17])=O, predict the reaction product. (3) Given the reactants [NH2:1][CH:2]([CH:20]([CH3:22])[CH3:21])[C:3]([N:5]1[CH2:10][CH2:9][CH:8]([O:11][C:12]2[CH:17]=[CH:16][C:15]([Cl:18])=[C:14]([Cl:19])[CH:13]=2)[CH2:7][CH2:6]1)=O, predict the reaction product. The product is: [Cl:19][C:14]1[CH:13]=[C:12]([CH:17]=[CH:16][C:15]=1[Cl:18])[O:11][CH:8]1[CH2:7][CH2:6][N:5]([CH2:3][CH:2]([NH2:1])[CH:20]([CH3:21])[CH3:22])[CH2:10][CH2:9]1. (4) Given the reactants [Cl:1][C:2]1[CH:3]=[C:4]([CH:25]=[CH:26][C:27]=1[Cl:28])[O:5][C:6]1[CH:11]=[CH:10][CH:9]=[CH:8][C:7]=1[NH:12][S:13]([C:16]1[CH:24]=[CH:23][C:19]([C:20]([OH:22])=O)=[CH:18][CH:17]=1)(=[O:15])=[O:14].[N:29]1([CH2:35][CH2:36][N:37]2[CH2:42][CH2:41][O:40][CH2:39][CH2:38]2)[CH2:34][CH2:33][NH:32][CH2:31][CH2:30]1, predict the reaction product. The product is: [Cl:1][C:2]1[CH:3]=[C:4]([CH:25]=[CH:26][C:27]=1[Cl:28])[O:5][C:6]1[CH:11]=[CH:10][CH:9]=[CH:8][C:7]=1[NH:12][S:13]([C:16]1[CH:17]=[CH:18][C:19]([C:20]([N:32]2[CH2:31][CH2:30][N:29]([CH2:35][CH2:36][N:37]3[CH2:38][CH2:39][O:40][CH2:41][CH2:42]3)[CH2:34][CH2:33]2)=[O:22])=[CH:23][CH:24]=1)(=[O:15])=[O:14]. (5) Given the reactants N1C=CC=CC=1.[N:7]1([C:12]2[CH:17]=[CH:16][C:15]([OH:18])=[CH:14][CH:13]=2)[CH:11]=[N:10][CH:9]=[N:8]1.[S:19](O[S:19]([C:22]([F:25])([F:24])[F:23])(=[O:21])=[O:20])([C:22]([F:25])([F:24])[F:23])(=[O:21])=[O:20], predict the reaction product. The product is: [N:7]1([C:12]2[CH:13]=[CH:14][C:15]([O:18][S:19]([C:22]([F:25])([F:24])[F:23])(=[O:21])=[O:20])=[CH:16][CH:17]=2)[CH:11]=[N:10][CH:9]=[N:8]1. (6) Given the reactants CC1(C)C(C)(C)OB([C:9]2[CH2:10][CH2:11][N:12]([C:15]([O:17][C:18]([CH3:21])([CH3:20])[CH3:19])=[O:16])[CH2:13][CH:14]=2)O1.FC(F)(F)S(O[C:29]1[C:38]2[C:33](=[CH:34][C:35]([F:39])=[CH:36][CH:37]=2)[CH:32]=[CH:31][CH:30]=1)(=O)=O.C(=O)([O-])[O-].[K+].[K+], predict the reaction product. The product is: [F:39][C:35]1[CH:34]=[C:33]2[C:38](=[CH:37][CH:36]=1)[C:29]([C:9]1[CH2:10][CH2:11][N:12]([C:15]([O:17][C:18]([CH3:19])([CH3:20])[CH3:21])=[O:16])[CH2:13][CH:14]=1)=[CH:30][CH:31]=[CH:32]2.